Dataset: Experimentally validated miRNA-target interactions with 360,000+ pairs, plus equal number of negative samples. Task: Binary Classification. Given a miRNA mature sequence and a target amino acid sequence, predict their likelihood of interaction. (1) The miRNA is hsa-miR-6820-3p with sequence UGUGACUUCUCCCCUGCCACAG. The protein sequence of the target gene is MGNAGSMDSQQTDFRAHNVPLKLPMPEPGELEERFAIVLNAMNLPPDKARLLRQYDNEKKWELICDQERFQVKNPPHTYIQKLKGYLDPAVTRKKFRRRVQESTQVLRELEISLRTNHIGWVREFLNEENKGLDVLVEYLSFAQYAVTFDFESVESTVESSVDKSKPWSRSIEDLHRGSNLPSPVGNSVSRSGRHSALRYNTLPSRRTLKNSRLVSKKDDVHVCIMCLRAIMNYQYGFNMVMSHPHAVNEIALSLNNKNPRTKALVLELLAAVCLVRGGHEIILSAFDNFKEVCGEKQRF.... Result: 1 (interaction). (2) The miRNA is mmu-miR-301b-3p with sequence CAGUGCAAUGGUAUUGUCAAAGC. The protein sequence of the target gene is MATHWTGLPEEDGDKLKACGAASACEVSKNKDGKDQGEPVSPSEDEPFSWPGPKTVMLKRTSQGFGFTLRHFIVYPPESAIQFSYKDEENGNRGGKQRNRLEPMDTIFVKQVKEGGPAFEAGLCTGDRIIKVNGESVIGKTYSQVIALIQNSDTTLELSVMPKDEDILQVAYSQDAYLKGNEAYSGNARNIPEPPPVCYPWLPSTPSATAQPVETCPPDSLPNKQQTSAPVLTQPGRAYRMEIQVPPSPTDVAKSNTAVCVCNESVRTVIVPSEKVVDLLANRNNPSGPSHRTEEVRYGV.... Result: 1 (interaction).